This data is from NCI-60 drug combinations with 297,098 pairs across 59 cell lines. The task is: Regression. Given two drug SMILES strings and cell line genomic features, predict the synergy score measuring deviation from expected non-interaction effect. (1) Drug 1: CCC1=C2CN3C(=CC4=C(C3=O)COC(=O)C4(CC)O)C2=NC5=C1C=C(C=C5)O. Drug 2: C1=NC(=NC(=O)N1C2C(C(C(O2)CO)O)O)N. Cell line: LOX IMVI. Synergy scores: CSS=52.9, Synergy_ZIP=-5.23, Synergy_Bliss=-12.1, Synergy_Loewe=-7.59, Synergy_HSA=-4.65. (2) Cell line: NCI-H460. Drug 2: C1C(C(OC1N2C=NC(=NC2=O)N)CO)O. Drug 1: C1CC(C1)(C(=O)O)C(=O)O.[NH2-].[NH2-].[Pt+2]. Synergy scores: CSS=36.3, Synergy_ZIP=4.01, Synergy_Bliss=5.20, Synergy_Loewe=2.45, Synergy_HSA=5.13. (3) Drug 1: C1CCC(CC1)NC(=O)N(CCCl)N=O. Drug 2: C1=NC2=C(N=C(N=C2N1C3C(C(C(O3)CO)O)F)Cl)N. Cell line: IGROV1. Synergy scores: CSS=39.5, Synergy_ZIP=-10.4, Synergy_Bliss=-0.649, Synergy_Loewe=1.77, Synergy_HSA=2.25. (4) Drug 1: CCCS(=O)(=O)NC1=C(C(=C(C=C1)F)C(=O)C2=CNC3=C2C=C(C=N3)C4=CC=C(C=C4)Cl)F. Drug 2: C1CC(C1)(C(=O)O)C(=O)O.[NH2-].[NH2-].[Pt+2]. Cell line: K-562. Synergy scores: CSS=14.5, Synergy_ZIP=-4.43, Synergy_Bliss=-0.570, Synergy_Loewe=-40.0, Synergy_HSA=-2.64.